Task: Predict the reactants needed to synthesize the given product.. Dataset: Full USPTO retrosynthesis dataset with 1.9M reactions from patents (1976-2016) (1) Given the product [CH2:1]=[CH:2][C:3]1[CH:8]=[CH:7][CH:6]=[CH:5][CH:4]=1.[C:9]([O:14][CH2:15][CH2:16][CH2:17][CH3:18])(=[O:13])[C:10]([CH3:12])=[CH2:11], predict the reactants needed to synthesize it. The reactants are: [CH2:1]=[CH:2][C:3]1[CH:8]=[CH:7][CH:6]=[CH:5][CH:4]=1.[C:9]([O:14][CH2:15][CH2:16][CH2:17][CH3:18])(=[O:13])[C:10]([CH3:12])=[CH2:11]. (2) Given the product [CH2:6]([O:10][C:11]1[CH:15]=[C:14]([C:16]([N:3]([O:4][CH3:5])[CH3:2])=[O:17])[N:13]([CH2:19][C:20]2[CH:25]=[CH:24][C:23]([C:26]([F:29])([F:27])[F:28])=[CH:22][C:21]=2[Cl:30])[N:12]=1)[CH2:7][CH2:8][CH3:9], predict the reactants needed to synthesize it. The reactants are: Cl.[CH3:2][NH:3][O:4][CH3:5].[CH2:6]([O:10][C:11]1[CH:15]=[C:14]([C:16](O)=[O:17])[N:13]([CH2:19][C:20]2[CH:25]=[CH:24][C:23]([C:26]([F:29])([F:28])[F:27])=[CH:22][C:21]=2[Cl:30])[N:12]=1)[CH2:7][CH2:8][CH3:9].Cl.C(N=C=NCCCN(C)C)C.O.ON1C2C=CC=CC=2N=N1. (3) The reactants are: [F:1][C:2]1[CH:3]=[C:4]([CH:8]=[C:9]([C:12]2[CH:13]=[CH:14][C:15]3[O:19][C:18]([C:20]4[CH:25]=[CH:24][C:23]([F:26])=[CH:22][CH:21]=4)=[C:17]([C:27](=[O:30])[NH:28][CH3:29])[C:16]=3[CH:31]=2)[C:10]=1[CH3:11])[C:5](O)=[O:6].[N:32]1[CH:37]=[CH:36][CH:35]=[CH:34][C:33]=1[C:38]1([NH2:41])[CH2:40][CH2:39]1.C1C=CC2N(O)N=NC=2C=1.CCN=C=NCCCN(C)C.Cl.C(N(C(C)C)CC)(C)C. Given the product [F:1][C:2]1[C:10]([CH3:11])=[C:9]([C:12]2[CH:13]=[CH:14][C:15]3[O:19][C:18]([C:20]4[CH:21]=[CH:22][C:23]([F:26])=[CH:24][CH:25]=4)=[C:17]([C:27]([NH:28][CH3:29])=[O:30])[C:16]=3[CH:31]=2)[CH:8]=[C:4]([C:5](=[O:6])[NH:41][C:38]2([C:33]3[CH:34]=[CH:35][CH:36]=[CH:37][N:32]=3)[CH2:40][CH2:39]2)[CH:3]=1, predict the reactants needed to synthesize it. (4) Given the product [CH3:21][C:18]1([CH3:22])[O:17][C@H:16]([CH2:15][O:14][C:11]2[CH:12]=[CH:13][C:8]([CH2:7][CH2:6][CH:5]=[O:25])=[CH:9][CH:10]=2)[CH2:20][O:19]1, predict the reactants needed to synthesize it. The reactants are: NC([CH2:5][CH2:6][CH2:7][C:8]1[CH:13]=[CH:12][C:11]([O:14][CH2:15][C@@H:16]2[CH2:20][O:19][C:18]([CH3:22])([CH3:21])[O:17]2)=[CH:10][CH:9]=1)C#N.CC(OI1(OC(C)=O)(OC(C)=O)OC(=O)C2C=CC=CC1=2)=[O:25].[OH-].[Na+]. (5) Given the product [O:1]1[CH2:6][CH2:5][O:4][C:3]2[CH:7]=[C:8]([C:15]3[C:16]([CH3:23])=[C:17]([CH2:21][OH:22])[CH:18]=[CH:19][CH:20]=3)[CH:9]=[CH:10][C:2]1=2, predict the reactants needed to synthesize it. The reactants are: [O:1]1[CH2:6][CH2:5][O:4][C:3]2[CH:7]=[C:8](B(O)O)[CH:9]=[CH:10][C:2]1=2.Br[C:15]1[C:16]([CH3:23])=[C:17]([CH2:21][OH:22])[CH:18]=[CH:19][CH:20]=1.P([O-])([O-])([O-])=O. (6) Given the product [Br:15][C:16]1[CH:17]=[C:18]([CH:19]=[CH:20][C:21]=1[Cl:22])[NH:23][C:24]1[C:25]2[CH:33]=[C:32]([NH:34][C:35](=[O:45])/[CH:36]=[CH:4]/[CH2:5][N:6]([CH3:7])[CH3:8])[N:31]=[CH:30][C:26]=2[N:27]=[CH:28][N:29]=1, predict the reactants needed to synthesize it. The reactants are: C(O[CH:4](OCC)[CH2:5][N:6]([CH3:8])[CH3:7])C.Cl.[OH-].[K+].[Br:15][C:16]1[CH:17]=[C:18]([NH:23][C:24]2[C:25]3[CH:33]=[C:32]([NH:34][C:35](=[O:45])[CH2:36]P(=O)(OCC)OCC)[N:31]=[CH:30][C:26]=3[N:27]=[CH:28][N:29]=2)[CH:19]=[CH:20][C:21]=1[Cl:22].[Li+].[Cl-]. (7) Given the product [CH3:1][O:2][C:3](=[O:14])[C:4]1[CH:9]=[CH:8][C:7]([N+:10]([O-:12])=[O:11])=[CH:6][C:5]=1[O:13][CH3:17], predict the reactants needed to synthesize it. The reactants are: [CH3:1][O:2][C:3](=[O:14])[C:4]1[CH:9]=[CH:8][C:7]([N+:10]([O-:12])=[O:11])=[CH:6][C:5]=1[OH:13].[H-].[Na+].[CH3:17]I.